Task: Binary Classification. Given a T-cell receptor sequence (or CDR3 region) and an epitope sequence, predict whether binding occurs between them.. Dataset: TCR-epitope binding with 47,182 pairs between 192 epitopes and 23,139 TCRs (1) The epitope is NLSALGIFST. The TCR CDR3 sequence is CATSDFGTEAFF. Result: 1 (the TCR binds to the epitope). (2) The epitope is YLDAYNMMI. The TCR CDR3 sequence is CASSLGTGSTDTQYF. Result: 1 (the TCR binds to the epitope). (3) The epitope is EILDITPCSF. The TCR CDR3 sequence is CASSLLPVETQYF. Result: 0 (the TCR does not bind to the epitope). (4) The epitope is LPPAYTNSF. The TCR CDR3 sequence is CASSLVDSTNSPLHF. Result: 1 (the TCR binds to the epitope). (5) The epitope is HTTDPSFLGRY. The TCR CDR3 sequence is CASSLPGPEAFF. Result: 1 (the TCR binds to the epitope). (6) The epitope is TLDSKTQSL. Result: 1 (the TCR binds to the epitope). The TCR CDR3 sequence is CASSSEDRALIPYGYTF. (7) The epitope is GVAMPNLYK. The TCR CDR3 sequence is CASRDRGDEQYF. Result: 0 (the TCR does not bind to the epitope).